Predict the product of the given reaction. From a dataset of Forward reaction prediction with 1.9M reactions from USPTO patents (1976-2016). Given the reactants [CH3:1][O:2][CH:3]([O:16][C:17]([C:32]1[CH:37]=[CH:36][CH:35]=[CH:34][CH:33]=1)([C:24]1[CH:29]=[CH:28][C:27]([O:30][CH3:31])=[CH:26][CH:25]=1)[C:18]1[CH:23]=[CH:22][CH:21]=[CH:20][CH:19]=1)[CH2:4][CH2:5][CH2:6][NH:7][C:8](=[O:15])[CH2:9][NH:10][C:11](=[O:14])[CH2:12][NH2:13].[OH:38][CH2:39][CH2:40][CH2:41][CH2:42][CH2:43][C:44]([OH:46])=O.Cl.C([N:50]=C=NCCCN(C)C)C.O.ON1C2C=CC=CC=2N=N1.C(N(CC)CC)C, predict the reaction product. The product is: [CH3:1][O:2][CH:3]([O:16][C:17]([C:32]1[CH:37]=[CH:36][CH:35]=[CH:34][CH:33]=1)([C:24]1[CH:29]=[CH:28][C:27]([O:30][CH3:31])=[CH:26][CH:25]=1)[C:18]1[CH:23]=[CH:22][CH:21]=[CH:20][CH:19]=1)[CH2:4][CH2:5][CH2:6][NH:7][C:8](=[O:15])[CH2:9][NH:10][C:11](=[O:14])[CH2:12][NH:13][NH:50][C:44](=[O:46])[CH2:43][CH2:42][CH2:41][CH2:40][CH2:39][OH:38].